This data is from NCI-60 drug combinations with 297,098 pairs across 59 cell lines. The task is: Regression. Given two drug SMILES strings and cell line genomic features, predict the synergy score measuring deviation from expected non-interaction effect. (1) Drug 1: CCC1=C2CN3C(=CC4=C(C3=O)COC(=O)C4(CC)O)C2=NC5=C1C=C(C=C5)O. Drug 2: CCN(CC)CCNC(=O)C1=C(NC(=C1C)C=C2C3=C(C=CC(=C3)F)NC2=O)C. Cell line: UACC-257. Synergy scores: CSS=13.5, Synergy_ZIP=-4.31, Synergy_Bliss=-1.36, Synergy_Loewe=-72.7, Synergy_HSA=-0.236. (2) Drug 1: CN1C(=O)N2C=NC(=C2N=N1)C(=O)N. Drug 2: CC(C)(C#N)C1=CC=C(C=C1)N2C3=C4C=C(C=CC4=NC=C3N(C2=O)C)C5=CC6=CC=CC=C6N=C5. Cell line: OVCAR3. Synergy scores: CSS=62.2, Synergy_ZIP=8.17, Synergy_Bliss=8.34, Synergy_Loewe=-52.6, Synergy_HSA=5.61. (3) Drug 1: CN(CC1=CN=C2C(=N1)C(=NC(=N2)N)N)C3=CC=C(C=C3)C(=O)NC(CCC(=O)O)C(=O)O. Drug 2: CC1=CC=C(C=C1)C2=CC(=NN2C3=CC=C(C=C3)S(=O)(=O)N)C(F)(F)F. Cell line: UO-31. Synergy scores: CSS=35.5, Synergy_ZIP=1.22, Synergy_Bliss=-0.194, Synergy_Loewe=-37.3, Synergy_HSA=-4.84. (4) Drug 1: C1CCC(C1)C(CC#N)N2C=C(C=N2)C3=C4C=CNC4=NC=N3. Drug 2: CC1C(C(CC(O1)OC2CC(CC3=C2C(=C4C(=C3O)C(=O)C5=CC=CC=C5C4=O)O)(C(=O)C)O)N)O. Cell line: HT29. Synergy scores: CSS=33.4, Synergy_ZIP=6.54, Synergy_Bliss=6.75, Synergy_Loewe=-38.7, Synergy_HSA=2.90. (5) Drug 1: CS(=O)(=O)CCNCC1=CC=C(O1)C2=CC3=C(C=C2)N=CN=C3NC4=CC(=C(C=C4)OCC5=CC(=CC=C5)F)Cl. Drug 2: C(CCl)NC(=O)N(CCCl)N=O. Cell line: SF-295. Synergy scores: CSS=5.55, Synergy_ZIP=1.05, Synergy_Bliss=6.68, Synergy_Loewe=3.02, Synergy_HSA=3.36.